This data is from Catalyst prediction with 721,799 reactions and 888 catalyst types from USPTO. The task is: Predict which catalyst facilitates the given reaction. (1) Reactant: [NH:1]1[CH2:6][CH2:5][CH2:4][CH2:3][C@@H:2]1[CH2:7][O:8][C:9]1[C:17]2[C:16]3[CH:18]=[C:19]([C:22]#[N:23])[N:20]=[CH:21][C:15]=3[N:14]([CH2:24][O:25][CH2:26][CH2:27][Si:28]([CH3:31])([CH3:30])[CH3:29])[C:13]=2[N:12]=[CH:11][CH:10]=1.[CH:32](=O)[CH3:33].C(O[BH-](OC(=O)C)OC(=O)C)(=O)C.[Na+]. Product: [CH2:32]([N:1]1[CH2:6][CH2:5][CH2:4][CH2:3][C@@H:2]1[CH2:7][O:8][C:9]1[C:17]2[C:16]3[CH:18]=[C:19]([C:22]#[N:23])[N:20]=[CH:21][C:15]=3[N:14]([CH2:24][O:25][CH2:26][CH2:27][Si:28]([CH3:31])([CH3:30])[CH3:29])[C:13]=2[N:12]=[CH:11][CH:10]=1)[CH3:33]. The catalyst class is: 754. (2) Product: [Cl:1][CH2:2][C@H:3]([OH:10])[CH2:4][C:5]([O:7][CH2:8][CH3:9])=[O:6]. The catalyst class is: 8. Reactant: [Cl:1][CH2:2][C:3](=[O:10])[CH2:4][C:5]([O:7][CH2:8][CH3:9])=[O:6]. (3) Reactant: [Cl:1][C:2]1[CH:8]=[C:7]([O:9][C:10]2[C:19]3[C:14](=[CH:15][C:16]([O:22][CH3:23])=[C:17]([O:20][CH3:21])[CH:18]=3)[N:13]=[CH:12][N:11]=2)[CH:6]=[CH:5][C:3]=1[NH2:4].[C:24]1(C)C=CC=CC=1.C(N([CH2:36][CH3:37])CC)C.ClC(Cl)(O[C:42](=[O:48])[O:43][C:44](Cl)(Cl)Cl)Cl.COC1C=[C:54]([CH:57]=[C:58]([O:60][CH3:61])C=1)[CH2:55][OH:56]. Product: [Cl:1][C:2]1[CH:8]=[C:7]([O:9][C:10]2[C:19]3[C:14](=[CH:15][C:16]([O:22][CH3:23])=[C:17]([O:20][CH3:21])[CH:18]=3)[N:13]=[CH:12][N:11]=2)[CH:6]=[CH:5][C:3]=1[NH:4][C:42](=[O:48])[O:43][CH2:44][C:37]1[CH:36]=[C:58]([O:60][CH3:61])[CH:57]=[CH:54][C:55]=1[O:56][CH3:24]. The catalyst class is: 2. (4) Reactant: [CH2:1]([N:8]1[CH2:12][CH2:11][N:10]([C@@H:13]([C:58]([CH3:61])([CH3:60])[CH3:59])[C:14]([NH:16][C@@H:17]([CH2:51][C:52]2[CH:57]=[CH:56][CH:55]=[CH:54][CH:53]=2)[C@@H:18]([O:47][CH2:48]SC)[CH2:19][C@@H:20]([NH:34][C:35](=[O:46])[C@H:36]([C:42]([CH3:45])([CH3:44])[CH3:43])[NH:37][C:38]([O:40][CH3:41])=[O:39])[CH2:21][C:22]2[CH:27]=[CH:26][C:25]([C:28]3[CH:33]=[CH:32][CH:31]=[CH:30][N:29]=3)=[CH:24][CH:23]=2)=[O:15])[C:9]1=[O:62])[C:2]1[CH:7]=[CH:6][CH:5]=[CH:4][CH:3]=1.Cl.[CH3:64][N:65]([CH3:70])[CH2:66][C:67]([OH:69])=[O:68].IN1C(=O)CCC1=O.Cl. Product: [CH3:64][N:65]([CH2:66][C:67]([O:69][CH2:48][O:47][C@H:18]([C@@H:17]([NH:16][C:14](=[O:15])[C@@H:13]([N:10]1[CH2:11][CH2:12][N:8]([CH2:1][C:2]2[CH:3]=[CH:4][CH:5]=[CH:6][CH:7]=2)[C:9]1=[O:62])[C:58]([CH3:61])([CH3:60])[CH3:59])[CH2:51][C:52]1[CH:57]=[CH:56][CH:55]=[CH:54][CH:53]=1)[CH2:19][C@H:20]([CH2:21][C:22]1[CH:27]=[CH:26][C:25]([C:28]2[CH:33]=[CH:32][CH:31]=[CH:30][N:29]=2)=[CH:24][CH:23]=1)[NH:34][C:35](=[O:46])[C@H:36]([C:42]([CH3:45])([CH3:43])[CH3:44])[NH:37][C:38](=[O:39])[O:40][CH3:41])=[O:68])[CH3:70]. The catalyst class is: 12. (5) Reactant: Cl.[CH3:2][NH:3][O:4][CH3:5].C(N(CC)CC)C.[CH3:13][C:14]1([C:17](Cl)=[O:18])[CH2:16][CH2:15]1.O. Product: [CH3:2][N:3]([O:4][CH3:5])[C:17]([C:14]1([CH3:13])[CH2:16][CH2:15]1)=[O:18]. The catalyst class is: 4. (6) Reactant: Cl[C:2]1[N:7]=[CH:6][C:5]([O:8][C:9]2[CH:14]=[CH:13][C:12]([S:15]([NH:18][C:19]3[S:20][CH:21]=[CH:22][N:23]=3)(=[O:17])=[O:16])=[CH:11][C:10]=2[C:24]#[N:25])=[C:4]([C:26]2[N:30]([CH3:31])[N:29]=[CH:28][CH:27]=2)[CH:3]=1.[F:32][C:33]1[C:38](B(O)O)=[CH:37][CH:36]=[CH:35][N:34]=1.C([O-])([O-])=O.[Na+].[Na+]. Product: [C:24]([C:10]1[CH:11]=[C:12]([S:15]([NH:18][C:19]2[S:20][CH:21]=[CH:22][N:23]=2)(=[O:17])=[O:16])[CH:13]=[CH:14][C:9]=1[O:8][C:5]1[C:4]([C:26]2[N:30]([CH3:31])[N:29]=[CH:28][CH:27]=2)=[CH:3][C:2]([C:38]2[C:33]([F:32])=[N:34][CH:35]=[CH:36][CH:37]=2)=[N:7][CH:6]=1)#[N:25]. The catalyst class is: 339.